From a dataset of Forward reaction prediction with 1.9M reactions from USPTO patents (1976-2016). Predict the product of the given reaction. The product is: [Cl:19][C:11]1[C:12]([N:14]([CH:16]2[CH2:18][CH2:17]2)[CH3:15])=[CH:13][C:8]2[N:7]=[C:23]([C:24]3[CH:29]=[CH:28][CH:27]=[C:26]([N:30]4[C:34]([CH2:35][OH:36])=[CH:33][N:32]=[N:31]4)[CH:25]=3)[CH2:22][C:21](=[O:44])[NH:20][C:9]=2[CH:10]=1. Given the reactants C(OC(=O)[NH:7][C:8]1[CH:13]=[C:12]([N:14]([CH:16]2[CH2:18][CH2:17]2)[CH3:15])[C:11]([Cl:19])=[CH:10][C:9]=1[NH:20][C:21](=[O:44])[CH2:22][C:23](=O)[C:24]1[CH:29]=[CH:28][CH:27]=[C:26]([N:30]2[C:34]([CH2:35][O:36]C3CCCCO3)=[CH:33][N:32]=[N:31]2)[CH:25]=1)(C)(C)C.C(O)(C(F)(F)F)=O, predict the reaction product.